Dataset: Catalyst prediction with 721,799 reactions and 888 catalyst types from USPTO. Task: Predict which catalyst facilitates the given reaction. Reactant: [C:1]([O:5][C:6]([N:8]1[C:17]2[C:12](=[N:13][C:14]([O:18][CH3:19])=[CH:15][CH:16]=2)[C@@H:11](N)[CH2:10][C@H:9]1[CH2:21][CH3:22])=[O:7])([CH3:4])([CH3:3])[CH3:2].[Br:23][C:24]1[CH:25]=[N:26][C:27](Cl)=[N:28][CH:29]=1.C([N:34](CC)C(C)C)(C)C. Product: [C:1]([O:5][C:6]([N:8]1[C:17]2[C:12](=[N:13][C:14]([O:18][CH3:19])=[CH:15][CH:16]=2)[C@@H:11]([C:27]2[N:26]=[CH:25][C:24]([Br:23])=[CH:29][N:28]=2)[CH2:10][C@@:9]1([NH2:34])[CH2:21][CH3:22])=[O:7])([CH3:2])([CH3:3])[CH3:4]. The catalyst class is: 12.